This data is from Reaction yield outcomes from USPTO patents with 853,638 reactions. The task is: Predict the reaction yield, written as a fraction of the theoretical maximum amount of product (1.0 means a 100% yield; for example, 0.34 means a 34% yield). (1) The reactants are [O:1]1[C:6]2[CH:7]=[CH:8][CH:9]=[CH:10][C:5]=2[N:4]([CH:11]([C:18]2[CH:23]=[CH:22][CH:21]=[CH:20][CH:19]=2)[CH:12]([OH:17])[C:13]([NH:15][CH3:16])=O)[CH2:3][CH2:2]1.B.Cl. The catalyst is O1CCCC1. The product is [O:1]1[C:6]2[CH:7]=[CH:8][CH:9]=[CH:10][C:5]=2[N:4]([CH:11]([C:18]2[CH:23]=[CH:22][CH:21]=[CH:20][CH:19]=2)[CH:12]([OH:17])[CH2:13][NH:15][CH3:16])[CH2:3][CH2:2]1. The yield is 0.980. (2) The reactants are [N+:1]([C:4]1[CH:12]=[CH:11][C:7]([C:8](Cl)=[O:9])=[CH:6][CH:5]=1)([O-:3])=[O:2].[Cl-].[Al+3].[Cl-].[Cl-].[F:17][C:18]1[CH:23]=[CH:22][CH:21]=[CH:20][CH:19]=1. The catalyst is [N+](CC)([O-])=O. The yield is 0.650. The product is [F:17][C:18]1[CH:23]=[CH:22][C:21]([C:8]([C:7]2[CH:11]=[CH:12][C:4]([N+:1]([O-:3])=[O:2])=[CH:5][CH:6]=2)=[O:9])=[CH:20][CH:19]=1. (3) The reactants are [C:1]([C:3]1[N:8]=[C:7]([CH3:9])[N:6]=[C:5]([O:10][C:11]2[CH:16]=[CH:15][C:14]([CH2:17][S:18]([NH:21][CH3:22])(=[O:20])=[O:19])=[CH:13][CH:12]=2)[CH:4]=1)#[N:2].CCO.CCOC(C)=O.[H][H]. The catalyst is [Pd].C(N(CC)CC)C. The product is [NH2:2][CH2:1][C:3]1[N:8]=[C:7]([CH3:9])[N:6]=[C:5]([O:10][C:11]2[CH:12]=[CH:13][C:14]([CH2:17][S:18]([NH:21][CH3:22])(=[O:20])=[O:19])=[CH:15][CH:16]=2)[CH:4]=1. The yield is 0.430. (4) The reactants are [N:1]1[CH:2]=[CH:3][N:4]2[CH:9]=[CH:8][C:7]([NH2:10])=[N:6][C:5]=12.Br[C:12]1[C:13](=[O:20])[N:14]([CH3:19])[CH:15]=[C:16]([Br:18])[CH:17]=1.CC1(C)C2C(=C(P(C3C=CC=CC=3)C3C=CC=CC=3)C=CC=2)OC2C(P(C3C=CC=CC=3)C3C=CC=CC=3)=CC=CC1=2.C([O-])([O-])=O.[Cs+].[Cs+]. The catalyst is C1C=CC(/C=C/C(/C=C/C2C=CC=CC=2)=O)=CC=1.C1C=CC(/C=C/C(/C=C/C2C=CC=CC=2)=O)=CC=1.C1C=CC(/C=C/C(/C=C/C2C=CC=CC=2)=O)=CC=1.[Pd].[Pd].O1CCOCC1. The product is [Br:18][C:16]1[CH:17]=[C:12]([NH:10][C:7]2[CH:8]=[CH:9][N:4]3[CH:3]=[CH:2][N:1]=[C:5]3[N:6]=2)[C:13](=[O:20])[N:14]([CH3:19])[CH:15]=1. The yield is 0.310. (5) The catalyst is O1CCOCC1.C(OCC)(=O)C.C1C=CC(P(C2C=CC=CC=2)[C-]2C=CC=C2)=CC=1.C1C=CC(P(C2C=CC=CC=2)[C-]2C=CC=C2)=CC=1.Cl[Pd]Cl.[Fe+2]. The product is [CH2:24]([C:5]1[N:6]([CH2:9][C:10]2[CH:15]=[CH:14][C:13]([C:16]3[C:17]([C:22]#[N:23])=[CH:18][CH:19]=[CH:20][CH:21]=3)=[CH:12][CH:11]=2)[C:7](=[O:8])[C:2]([C:37]2[CH:38]=[CH:39][C:33]3[O:32][CH:31]([CH3:30])[CH2:35][C:34]=3[CH:36]=2)=[C:3]([CH2:28][CH3:29])[N:4]=1)[CH2:25][CH2:26][CH3:27]. The yield is 0.820. The reactants are Br[C:2]1[C:7](=[O:8])[N:6]([CH2:9][C:10]2[CH:15]=[CH:14][C:13]([C:16]3[C:17]([C:22]#[N:23])=[CH:18][CH:19]=[CH:20][CH:21]=3)=[CH:12][CH:11]=2)[C:5]([CH2:24][CH2:25][CH2:26][CH3:27])=[N:4][C:3]=1[CH2:28][CH3:29].[CH3:30][CH:31]1[CH2:35][C:34]2[CH:36]=[C:37](B(O)O)[CH:38]=[CH:39][C:33]=2[O:32]1.C(=O)([O-])[O-].[Cs+].[Cs+]. (6) The reactants are [CH2:1]([O:3][C:4](=[O:32])[C:5]1[CH:10]=[CH:9][CH:8]=[C:7]([N:11]2[C:15]([CH3:16])=[CH:14][CH:13]=[C:12]2[C:17]2[CH:22]=[C:21](Br)[CH:20]=[CH:19][C:18]=2[O:24][CH2:25][C:26]2[CH:31]=[CH:30][CH:29]=[CH:28][CH:27]=2)[CH:6]=1)[CH3:2].[C:33]1(B(O)O)[CH:38]=[CH:37][CH:36]=[CH:35][CH:34]=1.C([O-])([O-])=O.[K+].[K+].CCO. The catalyst is CCOC(C)=O. The product is [CH2:1]([O:3][C:4](=[O:32])[C:5]1[CH:10]=[CH:9][CH:8]=[C:7]([N:11]2[C:15]([CH3:16])=[CH:14][CH:13]=[C:12]2[C:17]2[CH:22]=[C:21]([C:33]3[CH:38]=[CH:37][CH:36]=[CH:35][CH:34]=3)[CH:20]=[CH:19][C:18]=2[O:24][CH2:25][C:26]2[CH:31]=[CH:30][CH:29]=[CH:28][CH:27]=2)[CH:6]=1)[CH3:2]. The yield is 0.580.